Dataset: Forward reaction prediction with 1.9M reactions from USPTO patents (1976-2016). Task: Predict the product of the given reaction. Given the reactants [Cl:1][C:2]1[O:6][C:5]([CH:7]([C:19]2[CH:23]=[C:22]([CH:24]3OCC[O:25]3)[S:21][CH:20]=2)[O:8][Si:9]([CH:16]([CH3:18])[CH3:17])([CH:13]([CH3:15])[CH3:14])[CH:10]([CH3:12])[CH3:11])=[CH:4][CH:3]=1.O.Cl.C([O-])(O)=O.[Na+], predict the reaction product. The product is: [Cl:1][C:2]1[O:6][C:5]([CH:7]([O:8][Si:9]([CH:13]([CH3:15])[CH3:14])([CH:16]([CH3:18])[CH3:17])[CH:10]([CH3:11])[CH3:12])[C:19]2[CH:23]=[C:22]([CH:24]=[O:25])[S:21][CH:20]=2)=[CH:4][CH:3]=1.